This data is from Catalyst prediction with 721,799 reactions and 888 catalyst types from USPTO. The task is: Predict which catalyst facilitates the given reaction. (1) Reactant: [CH2:1]([O:19][C@H:20]1[C@@H:24]([O:25][CH2:26][CH2:27][CH2:28][CH2:29][CH2:30][CH2:31][CH2:32][CH2:33][CH2:34][CH2:35][CH2:36][CH2:37][CH2:38][CH2:39][CH2:40][CH2:41][CH2:42][CH3:43])[CH2:23][O:22][C@@H:21]1[CH2:44][OH:45])[CH2:2][CH2:3][CH2:4][CH2:5][CH2:6][CH2:7][CH2:8][CH2:9][CH2:10][CH2:11][CH2:12][CH2:13][CH2:14][CH2:15][CH2:16][CH2:17][CH3:18].O1CCCC1.CN(C)N1C=CC=CC1.Cl[C:61]([O:63][C:64]1[CH:69]=[CH:68][C:67]([N+:70]([O-:72])=[O:71])=[CH:66][CH:65]=1)=[O:62]. Product: [C:61](=[O:62])([O:63][C:64]1[CH:65]=[CH:66][C:67]([N+:70]([O-:72])=[O:71])=[CH:68][CH:69]=1)[O:45][CH2:44][C@@H:21]1[C@@H:20]([O:19][CH2:1][CH2:2][CH2:3][CH2:4][CH2:5][CH2:6][CH2:7][CH2:8][CH2:9][CH2:10][CH2:11][CH2:12][CH2:13][CH2:14][CH2:15][CH2:16][CH2:17][CH3:18])[C@@H:24]([O:25][CH2:26][CH2:27][CH2:28][CH2:29][CH2:30][CH2:31][CH2:32][CH2:33][CH2:34][CH2:35][CH2:36][CH2:37][CH2:38][CH2:39][CH2:40][CH2:41][CH2:42][CH3:43])[CH2:23][O:22]1. The catalyst class is: 4. (2) Reactant: [Si:1]([O:18][CH:19]([CH2:25][C:26]1[CH:31]=[CH:30][C:29]([O:32][CH3:33])=[C:28]([O:34][CH3:35])[C:27]=1[O:36][CH3:37])[CH2:20][CH2:21][C:22]([OH:24])=O)([C:14]([CH3:17])([CH3:16])[CH3:15])([C:8]1[CH:13]=[CH:12][CH:11]=[CH:10][CH:9]=1)[C:2]1[CH:7]=[CH:6][CH:5]=[CH:4][CH:3]=1.C(Cl)(=O)C(Cl)=O. Product: [Si:1]([O:18][CH:19]1[CH2:25][C:26]2[C:27]([O:36][CH3:37])=[C:28]([O:34][CH3:35])[C:29]([O:32][CH3:33])=[CH:30][C:31]=2[C:22](=[O:24])[CH2:21][CH2:20]1)([C:14]([CH3:16])([CH3:17])[CH3:15])([C:2]1[CH:7]=[CH:6][CH:5]=[CH:4][CH:3]=1)[C:8]1[CH:13]=[CH:12][CH:11]=[CH:10][CH:9]=1. The catalyst class is: 59. (3) Reactant: [CH3:1][C:2]([C:5]([C:7]1[CH:8]=[C:9]([CH:14]=[CH:15][C:16]=1[OH:17])[C:10]([O:12][CH3:13])=[O:11])=[CH2:6])([CH3:4])[CH3:3].C1(N([S:25]([C:28]([F:31])([F:30])[F:29])(=[O:27])=[O:26])[S:25]([C:28]([F:31])([F:30])[F:29])(=[O:27])=[O:26])C=CC=CC=1. Product: [CH3:4][C:2]([C:5]([C:7]1[CH:8]=[C:9]([CH:14]=[CH:15][C:16]=1[O:17][S:25]([C:28]([F:31])([F:30])[F:29])(=[O:27])=[O:26])[C:10]([O:12][CH3:13])=[O:11])=[CH2:6])([CH3:1])[CH3:3]. The catalyst class is: 64. (4) Reactant: Br[CH2:2][C:3]([C:5]1[CH:10]=[CH:9][C:8]([Cl:11])=[CH:7][CH:6]=1)=[O:4].[Cl:12][C:13]1[CH:20]=[CH:19][C:16]([NH:17][CH3:18])=[CH:15][CH:14]=1. Product: [CH3:18][N:17]([CH2:2][C:3]([C:5]1[CH:10]=[CH:9][C:8]([Cl:11])=[CH:7][CH:6]=1)=[O:4])[C:16]1[CH:19]=[CH:20][C:13]([Cl:12])=[CH:14][CH:15]=1. The catalyst class is: 8. (5) Reactant: C([O:8][C:9]1[CH:17]=[C:16]2[C:12]([C:13]([C@H:18]3[C@H:22]([C:23]4[C:33]5=[C:34]6[C:29](=[CH:30][CH:31]=[CH:32]5)[CH2:28][CH2:27][CH2:26][N:25]6[CH:24]=4)[C:21](=[O:35])[NH:20][C:19]3=[O:36])=[CH:14][NH:15]2)=[CH:11][CH:10]=1)C1C=CC=CC=1.[H][H]. Product: [C:23]1([C@H:22]2[C@H:18]([C:13]3[C:12]4[C:16](=[CH:17][C:9]([OH:8])=[CH:10][CH:11]=4)[NH:15][CH:14]=3)[C:19](=[O:36])[NH:20][C:21]2=[O:35])[C:33]2=[C:34]3[C:29](=[CH:30][CH:31]=[CH:32]2)[CH2:28][CH2:27][CH2:26][N:25]3[CH:24]=1. The catalyst class is: 19. (6) Reactant: [Cl:1][C:2]1[N:7]=[C:6]([NH2:8])[CH:5]=[CH:4][N:3]=1.[C:9](O[C:9]([O:11][C:12]([CH3:15])([CH3:14])[CH3:13])=[O:10])([O:11][C:12]([CH3:15])([CH3:14])[CH3:13])=[O:10]. Product: [C:12]([O:11][C:9]([N:8]([C:6]1[CH:5]=[CH:4][N:3]=[C:2]([Cl:1])[N:7]=1)[C:9](=[O:10])[O:11][C:12]([CH3:15])([CH3:14])[CH3:13])=[O:10])([CH3:15])([CH3:14])[CH3:13]. The catalyst class is: 504.